From a dataset of Peptide-MHC class II binding affinity with 134,281 pairs from IEDB. Regression. Given a peptide amino acid sequence and an MHC pseudo amino acid sequence, predict their binding affinity value. This is MHC class II binding data. (1) The peptide sequence is EKKDFAATQFEPLAA. The MHC is HLA-DPA10103-DPB10601 with pseudo-sequence HLA-DPA10103-DPB10601. The binding affinity (normalized) is 0.997. (2) The peptide sequence is AAATAGTTVYGAFSA. The MHC is HLA-DQA10401-DQB10402 with pseudo-sequence HLA-DQA10401-DQB10402. The binding affinity (normalized) is 0.374. (3) The binding affinity (normalized) is 0.215. The peptide sequence is SGPLKAEIAQRLEDV. The MHC is DRB1_1101 with pseudo-sequence DRB1_1101. (4) The peptide sequence is EVELREHGSDEWVAM. The MHC is HLA-DQA10401-DQB10402 with pseudo-sequence HLA-DQA10401-DQB10402. The binding affinity (normalized) is 0.162. (5) The peptide sequence is FETNVSHNVQGATVA. The MHC is DRB1_0401 with pseudo-sequence DRB1_0401. The binding affinity (normalized) is 0.466. (6) The peptide sequence is TIAWFRMGGNCAIPITVMEYTECSYNKS. The MHC is DRB1_0101 with pseudo-sequence DRB1_0101. The binding affinity (normalized) is 0.898. (7) The peptide sequence is VPFNVAQAYCIGKLK. The MHC is DRB1_1501 with pseudo-sequence DRB1_1501. The binding affinity (normalized) is 0.308.